Task: Predict the product of the given reaction.. Dataset: Forward reaction prediction with 1.9M reactions from USPTO patents (1976-2016) (1) Given the reactants CS(O)(=O)=O.O=P12OP3(OP(OP(O3)(O1)=O)(=O)O2)=O.CS(O)(=O)=O.O=P12OP3(OP(OP(O3)(O1)=O)(=O)O2)=O.[F:39][C:40]1[C:45]([F:46])=[CH:44][CH:43]=[CH:42][C:41]=1[CH2:47][CH2:48][CH2:49][C:50]([OH:52])=O, predict the reaction product. The product is: [F:39][C:40]1[C:45]([F:46])=[CH:44][CH:43]=[C:42]2[C:41]=1[CH2:47][CH2:48][CH2:49][C:50]2=[O:52]. (2) Given the reactants COC(C1N(CC=O)C=C(C(=O)NCC2C=CC(F)=CC=2)C(=O)C=1OCC1C=CC=CC=1)=O.Cl.Cl.N[C@@H](C)CCNC.[F:43][C:44]1[CH:49]=[CH:48][C:47]([CH2:50][NH:51][C:52]([C:54]2[C:55](=[O:79])[C:56]([O:71]CC3C=CC=CC=3)=[C:57]3[C:68](=[O:69])[N:61]4[C@@H:62]([CH3:67])[CH2:63][CH2:64][N:65]([CH3:66])[C@@H:60]4[CH2:59][N:58]3[CH:70]=2)=[O:53])=[CH:46][CH:45]=1, predict the reaction product. The product is: [F:43][C:44]1[CH:49]=[CH:48][C:47]([CH2:50][NH:51][C:52]([C:54]2[C:55](=[O:79])[C:56]([OH:71])=[C:57]3[C:68](=[O:69])[N:61]4[C@@H:62]([CH3:67])[CH2:63][CH2:64][N:65]([CH3:66])[C@@H:60]4[CH2:59][N:58]3[CH:70]=2)=[O:53])=[CH:46][CH:45]=1.